From a dataset of Forward reaction prediction with 1.9M reactions from USPTO patents (1976-2016). Predict the product of the given reaction. (1) Given the reactants [C:1]([O:5][C:6]([N:8]([CH:22]1[CH2:27][CH2:26][O:25][CH2:24][CH2:23]1)[CH2:9][CH2:10][NH:11]C(=O)OCC1C=CC=CC=1)=[O:7])([CH3:4])([CH3:3])[CH3:2], predict the reaction product. The product is: [NH2:11][CH2:10][CH2:9][N:8]([CH:22]1[CH2:23][CH2:24][O:25][CH2:26][CH2:27]1)[C:6](=[O:7])[O:5][C:1]([CH3:3])([CH3:2])[CH3:4]. (2) The product is: [S:41]([C:38]1[CH:39]=[CH:40][C:35]([CH3:45])=[CH:36][CH:37]=1)([OH:44])(=[O:43])=[O:42].[CH3:1][C@H:2]1[CH2:7][N:6]([C:8]2[CH:9]=[CH:10][C:11]([O:14][C:15]([F:17])([F:16])[F:18])=[CH:12][CH:13]=2)[CH2:5][C@@H:4]([CH3:19])[N:3]1[S:20]([C:23]1[CH:31]=[CH:30][CH:29]=[C:28]2[C:24]=1[CH2:25][C@@H:26]([C:32]([OH:34])=[O:33])[CH2:27]2)(=[O:21])=[O:22]. Given the reactants [CH3:1][C@H:2]1[CH2:7][N:6]([C:8]2[CH:13]=[CH:12][C:11]([O:14][C:15]([F:18])([F:17])[F:16])=[CH:10][CH:9]=2)[CH2:5][C@@H:4]([CH3:19])[N:3]1[S:20]([C:23]1[CH:31]=[CH:30][CH:29]=[C:28]2[C:24]=1[CH2:25][C@@H:26]([C:32]([OH:34])=[O:33])[CH2:27]2)(=[O:22])=[O:21].[C:35]1([CH3:45])[CH:40]=[CH:39][C:38]([S:41]([OH:44])(=[O:43])=[O:42])=[CH:37][CH:36]=1, predict the reaction product. (3) Given the reactants [C:1]1([N:7]2[CH:15]=[C:14]3[C:9]([N:10]([CH2:18][CH2:19][CH3:20])[C:11](=[O:17])[NH:12][C:13]3=O)=[N:8]2)[CH:6]=[CH:5][CH:4]=[CH:3][CH:2]=1.P(Cl)(Cl)([Cl:23])=O, predict the reaction product. The product is: [Cl:23][C:13]1[C:14]2[C:9](=[N:8][N:7]([C:1]3[CH:6]=[CH:5][CH:4]=[CH:3][CH:2]=3)[CH:15]=2)[N:10]([CH2:18][CH2:19][CH3:20])[C:11](=[O:17])[N:12]=1. (4) The product is: [NH2:42][C:36]1[C:35]([F:34])=[CH:40][CH:39]=[CH:38][C:37]=1[NH:41][C:2]1[N:7]=[C:6]([NH:8][C:9]2[CH:14]=[CH:13][C:12]([C:15]([F:18])([F:17])[F:16])=[CH:11][CH:10]=2)[N:5]=[C:4]([N:19]([C:27]([O:29][C:30]([CH3:33])([CH3:32])[CH3:31])=[O:28])[C:20]([O:22][C:23]([CH3:26])([CH3:25])[CH3:24])=[O:21])[CH:3]=1. Given the reactants Cl[C:2]1[N:7]=[C:6]([NH:8][C:9]2[CH:14]=[CH:13][C:12]([C:15]([F:18])([F:17])[F:16])=[CH:11][CH:10]=2)[N:5]=[C:4]([N:19]([C:27]([O:29][C:30]([CH3:33])([CH3:32])[CH3:31])=[O:28])[C:20]([O:22][C:23]([CH3:26])([CH3:25])[CH3:24])=[O:21])[CH:3]=1.[F:34][C:35]1[CH:40]=[CH:39][CH:38]=[C:37]([NH2:41])[C:36]=1[NH2:42].CC(C1C=C(C(C)C)C(C2C=CC=CC=2P(C2CCCCC2)C2CCCCC2)=C(C(C)C)C=1)C.[O-]P([O-])([O-])=O.[K+].[K+].[K+].C(OCC)(OCC)(OCC)C, predict the reaction product. (5) The product is: [CH3:15][N:13]([CH3:14])[CH2:12][CH2:11][C:5]1[C:4]2[C:8](=[CH:9][CH:10]=[C:2]([NH:1][S:25]([C:22]3[S:21][C:20]4[CH:29]=[CH:30][C:17]([Cl:16])=[CH:18][C:19]=4[C:23]=3[CH3:24])(=[O:27])=[O:26])[CH:3]=2)[NH:7][CH:6]=1. Given the reactants [NH2:1][C:2]1[CH:3]=[C:4]2[C:8](=[CH:9][CH:10]=1)[NH:7][CH:6]=[C:5]2[CH2:11][CH2:12][N:13]([CH3:15])[CH3:14].[Cl:16][C:17]1[CH:30]=[CH:29][C:20]2[S:21][C:22]([S:25](Cl)(=[O:27])=[O:26])=[C:23]([CH3:24])[C:19]=2[CH:18]=1, predict the reaction product. (6) Given the reactants [CH2:1]([N:3]([CH2:6][CH3:7])[CH2:4][CH3:5])[CH3:2].[CH3:8][CH:9]([N:11]1[C:19]2[C:14](=[CH:15][CH:16]=[CH:17][CH:18]=2)[C:13]([C:20]([Cl:22])=[O:21])=[N:12]1)[CH3:10].[OH2:23].Cl, predict the reaction product. The product is: [ClH:22].[OH:23][C:14]1[CH:19]=[CH:18][C:17]([CH2:2][CH2:1][N:3]2[CH2:6][CH2:7][CH:8]([CH2:9][NH:11][C:20]([C:13]3[C:14]4[C:19](=[CH:18][CH:17]=[CH:16][CH:15]=4)[N:11]([CH:9]([CH3:10])[CH3:8])[N:12]=3)=[O:21])[CH2:5][CH2:4]2)=[CH:16][CH:15]=1. (7) The product is: [Cl:1][C:2]1[CH:3]=[C:4]([CH2:8][O:9][C:10]2[CH:11]=[CH:12][C:13]([CH3:32])=[C:14]([C:16]([NH:18][C:19]3[CH:24]=[CH:23][C:22]([CH2:25][C:26]([OH:28])=[O:27])=[CH:21][C:20]=3[CH3:31])=[O:17])[CH:15]=2)[CH:5]=[CH:6][CH:7]=1. Given the reactants [Cl:1][C:2]1[CH:3]=[C:4]([CH2:8][O:9][C:10]2[CH:11]=[CH:12][C:13]([CH3:32])=[C:14]([C:16]([NH:18][C:19]3[CH:24]=[CH:23][C:22]([CH2:25][C:26]([O:28]CC)=[O:27])=[CH:21][C:20]=3[CH3:31])=[O:17])[CH:15]=2)[CH:5]=[CH:6][CH:7]=1.O.[OH-].[Li+], predict the reaction product. (8) Given the reactants [CH3:1][O:2][C:3](=[O:32])[N:4]=[C:5]([S:30][CH3:31])[C:6]([C:20]1[CH:25]=[C:24]([O:26][CH3:27])[CH:23]=[C:22]([OH:28])[C:21]=1[F:29])=[N:7][C:8]1[CH:13]=[CH:12][C:11]([C:14]2[N:18]=[C:17]([CH3:19])[O:16][N:15]=2)=[CH:10][CH:9]=1.[Si:33]([O:40][CH2:41][C@H:42](O)[CH3:43])([C:36]([CH3:39])([CH3:38])[CH3:37])([CH3:35])[CH3:34].C1(P(C2C=CC=CC=2)C2C=CC=CC=2)C=CC=CC=1, predict the reaction product. The product is: [CH3:1][O:2][C:3](=[O:32])[N:4]=[C:5]([S:30][CH3:31])[C:6]([C:20]1[CH:25]=[C:24]([O:26][CH3:27])[CH:23]=[C:22]([O:28][C@@H:42]([CH3:43])[CH2:41][O:40][Si:33]([C:36]([CH3:39])([CH3:38])[CH3:37])([CH3:35])[CH3:34])[C:21]=1[F:29])=[N:7][C:8]1[CH:13]=[CH:12][C:11]([C:14]2[N:18]=[C:17]([CH3:19])[O:16][N:15]=2)=[CH:10][CH:9]=1. (9) Given the reactants [NH2:1][C:2]1[CH:7]=[C:6]([CH2:8][CH3:9])[N:5]=[C:4]([CH2:10][CH3:11])[C:3]=1[CH2:12][OH:13], predict the reaction product. The product is: [NH2:1][C:2]1[CH:7]=[C:6]([CH2:8][CH3:9])[N:5]=[C:4]([CH2:10][CH3:11])[C:3]=1[CH:12]=[O:13]. (10) Given the reactants [CH3:1][O:2][CH2:3][CH:4]1[CH2:9][CH2:8][CH2:7][N:6](C(OC(C)(C)C)=O)[CH2:5]1.FC(F)(F)C(O)=O, predict the reaction product. The product is: [CH3:1][O:2][CH2:3][CH:4]1[CH2:9][CH2:8][CH2:7][NH:6][CH2:5]1.